From a dataset of Forward reaction prediction with 1.9M reactions from USPTO patents (1976-2016). Predict the product of the given reaction. (1) Given the reactants [C:1]1([CH3:37])[CH:6]=[CH:5][CH:4]=[CH:3][C:2]=1[O:7][C:8]1[CH:13]=[CH:12][CH:11]=[CH:10][C:9]=1[C@:14]([C@@H:22]1[CH2:27][CH2:26][CH2:25][N:24]([C:28]([C@@H:30]2[CH2:34][C@@H:33]([OH:35])[C@H:32](N)[CH2:31]2)=[O:29])[CH2:23]1)([OH:21])[CH2:15][CH2:16][CH2:17][CH2:18][O:19][CH3:20].[CH2:38]=O.[OH-].[K+].[BH3-][C:43]#[N:44].[Na+], predict the reaction product. The product is: [C:1]1([CH3:37])[CH:6]=[CH:5][CH:4]=[CH:3][C:2]=1[O:7][C:8]1[CH:13]=[CH:12][CH:11]=[CH:10][C:9]=1[C@:14]([C@@H:22]1[CH2:27][CH2:26][CH2:25][N:24]([C:28]([C@@H:30]2[CH2:34][C@@H:33]([OH:35])[C@H:32]([N:44]([CH3:43])[CH3:38])[CH2:31]2)=[O:29])[CH2:23]1)([OH:21])[CH2:15][CH2:16][CH2:17][CH2:18][O:19][CH3:20]. (2) The product is: [CH2:1]([NH:3][C:4]([NH:5][C:6]1[CH:11]=[CH:10][C:9]([C:12]2[N:13]=[C:14]([N:28]3[CH2:29][CH2:30][O:31][CH2:32][CH2:33]3)[C:15]3[CH2:20][NH:19][CH2:18][C:16]=3[N:17]=2)=[CH:8][CH:7]=1)=[O:34])[CH3:2]. Given the reactants [CH2:1]([NH:3][C:4](=[O:34])[NH:5][C:6]1[CH:11]=[CH:10][C:9]([C:12]2[N:13]=[C:14]([N:28]3[CH2:33][CH2:32][O:31][CH2:30][CH2:29]3)[C:15]3[CH2:20][N:19](C(OC(C)(C)C)=O)[CH2:18][C:16]=3[N:17]=2)=[CH:8][CH:7]=1)[CH3:2].C(O)(C(F)(F)F)=O.C(O)(C)C.C(=O)([O-])[O-], predict the reaction product. (3) Given the reactants [N:1]1[CH:6]=[C:5]([NH2:7])[CH:4]=[N:3][CH:2]=1.Cl[C:9]([O:11][C:12]1[CH:17]=[CH:16][C:15]([N+:18]([O-:20])=[O:19])=[CH:14][CH:13]=1)=[O:10], predict the reaction product. The product is: [N:1]1[CH:6]=[C:5]([NH:7][C:9](=[O:10])[O:11][C:12]2[CH:13]=[CH:14][C:15]([N+:18]([O-:20])=[O:19])=[CH:16][CH:17]=2)[CH:4]=[N:3][CH:2]=1. (4) Given the reactants CO[C:3]([C:5]1[N:6]=[CH:7][C:8]2[C:9](=[O:23])[N:10]([CH2:16][C:17]3[CH:22]=[CH:21][CH:20]=[CH:19][CH:18]=3)[CH:11]=[CH:12][C:13]=2[C:14]=1[OH:15])=[O:4].[CH3:24][NH2:25].C(O)(=O)C.O, predict the reaction product. The product is: [CH3:24][NH:25][C:3]([C:5]1[N:6]=[CH:7][C:8]2[C:9](=[O:23])[N:10]([CH2:16][C:17]3[CH:18]=[CH:19][CH:20]=[CH:21][CH:22]=3)[CH:11]=[CH:12][C:13]=2[C:14]=1[OH:15])=[O:4]. (5) Given the reactants [Cl:1][C:2]1[CH:7]=[CH:6][C:5]([S:8]([N:11]2[CH2:16][CH2:15][NH:14][C:13](=[O:17])[C@H:12]2[CH2:18][C:19]([NH:21][C@H:22]2[C:31]3[C:26](=[CH:27][C:28]([CH2:32][CH:33]=O)=[CH:29][CH:30]=3)[CH2:25][CH2:24][CH2:23]2)=[O:20])(=[O:10])=[O:9])=[CH:4][CH:3]=1.[NH:35]1[CH2:40][CH2:39][CH2:38][CH2:37][CH2:36]1.C(O[BH-](OC(=O)C)OC(=O)C)(=O)C.[Na+], predict the reaction product. The product is: [Cl:1][C:2]1[CH:7]=[CH:6][C:5]([S:8]([N:11]2[CH2:16][CH2:15][NH:14][C:13](=[O:17])[C@H:12]2[CH2:18][C:19]([NH:21][C@H:22]2[C:31]3[C:26](=[CH:27][C:28]([CH2:32][CH2:33][N:35]4[CH2:40][CH2:39][CH2:38][CH2:37][CH2:36]4)=[CH:29][CH:30]=3)[CH2:25][CH2:24][CH2:23]2)=[O:20])(=[O:10])=[O:9])=[CH:4][CH:3]=1.